This data is from NCI-60 drug combinations with 297,098 pairs across 59 cell lines. The task is: Regression. Given two drug SMILES strings and cell line genomic features, predict the synergy score measuring deviation from expected non-interaction effect. (1) Drug 1: C1CC(=O)NC(=O)C1N2C(=O)C3=CC=CC=C3C2=O. Drug 2: C1C(C(OC1N2C=NC(=NC2=O)N)CO)O. Cell line: HOP-92. Synergy scores: CSS=-6.88, Synergy_ZIP=3.16, Synergy_Bliss=0.193, Synergy_Loewe=-14.0, Synergy_HSA=-9.27. (2) Drug 1: CC1=C2C(C(=O)C3(C(CC4C(C3C(C(C2(C)C)(CC1OC(=O)C(C(C5=CC=CC=C5)NC(=O)OC(C)(C)C)O)O)OC(=O)C6=CC=CC=C6)(CO4)OC(=O)C)OC)C)OC. Drug 2: C1=NC2=C(N1)C(=S)N=CN2. Cell line: NCI-H322M. Synergy scores: CSS=30.0, Synergy_ZIP=-18.3, Synergy_Bliss=-23.0, Synergy_Loewe=-25.3, Synergy_HSA=-18.3. (3) Synergy scores: CSS=24.8, Synergy_ZIP=-1.81, Synergy_Bliss=-1.82, Synergy_Loewe=-20.4, Synergy_HSA=-1.72. Drug 1: CC1CCC2CC(C(=CC=CC=CC(CC(C(=O)C(C(C(=CC(C(=O)CC(OC(=O)C3CCCCN3C(=O)C(=O)C1(O2)O)C(C)CC4CCC(C(C4)OC)OCCO)C)C)O)OC)C)C)C)OC. Drug 2: CN(CC1=CN=C2C(=N1)C(=NC(=N2)N)N)C3=CC=C(C=C3)C(=O)NC(CCC(=O)O)C(=O)O. Cell line: OVCAR-4. (4) Drug 1: CC(C1=C(C=CC(=C1Cl)F)Cl)OC2=C(N=CC(=C2)C3=CN(N=C3)C4CCNCC4)N. Drug 2: CN(CC1=CN=C2C(=N1)C(=NC(=N2)N)N)C3=CC=C(C=C3)C(=O)NC(CCC(=O)O)C(=O)O. Cell line: HL-60(TB). Synergy scores: CSS=76.6, Synergy_ZIP=3.53, Synergy_Bliss=1.92, Synergy_Loewe=-19.0, Synergy_HSA=0.266. (5) Drug 2: CCC1(C2=C(COC1=O)C(=O)N3CC4=CC5=C(C=CC(=C5CN(C)C)O)N=C4C3=C2)O.Cl. Synergy scores: CSS=43.7, Synergy_ZIP=-3.92, Synergy_Bliss=-2.12, Synergy_Loewe=0.0579, Synergy_HSA=1.21. Cell line: NCI-H460. Drug 1: CC(CN1CC(=O)NC(=O)C1)N2CC(=O)NC(=O)C2.